Dataset: Reaction yield outcomes from USPTO patents with 853,638 reactions. Task: Predict the reaction yield, written as a fraction of the theoretical maximum amount of product (1.0 means a 100% yield; for example, 0.34 means a 34% yield). (1) The reactants are [Cl:1][C:2]1[CH:3]=[C:4]([C:14]2([OH:21])[CH2:17][CH:16]([C:18](O)=[O:19])[CH2:15]2)[CH:5]=[CH:6][C:7]=1[CH2:8][N:9]1[CH2:13][CH2:12][CH2:11][CH2:10]1.[CH3:22][NH:23][CH2:24][C:25]1[C:30]([CH3:31])=[CH:29][CH:28]=[CH:27][N:26]=1.C(P1(=O)OP(CCC)(=O)OP(CCC)(=O)O1)CC.[OH-].[Na+]. The catalyst is CCOC(C)=O. The product is [CH3:22][N:23]([CH2:24][C:25]1[C:30]([CH3:31])=[CH:29][CH:28]=[CH:27][N:26]=1)[C:18]([CH:16]1[CH2:15][C:14]([C:4]2[CH:5]=[CH:6][C:7]([CH2:8][N:9]3[CH2:10][CH2:11][CH2:12][CH2:13]3)=[C:2]([Cl:1])[CH:3]=2)([OH:21])[CH2:17]1)=[O:19]. The yield is 0.460. (2) The reactants are Br[C:2]1[N:7]=[N:6][C:5]([NH2:8])=[N:4][C:3]=1[C:9]1[CH:14]=[CH:13][C:12]([F:15])=[CH:11][CH:10]=1.[Cl:16][C:17]1[CH:18]=[C:19](B(O)O)[CH:20]=[C:21]([Cl:23])[CH:22]=1. No catalyst specified. The product is [Cl:16][C:17]1[CH:18]=[C:19]([C:2]2[N:7]=[N:6][C:5]([NH2:8])=[N:4][C:3]=2[C:9]2[CH:14]=[CH:13][C:12]([F:15])=[CH:11][CH:10]=2)[CH:20]=[C:21]([Cl:23])[CH:22]=1. The yield is 0.176. (3) The reactants are [NH2:1][CH2:2][C:3]1[CH:4]=[C:5]([NH:9][CH2:10][C:11]2[CH:16]=[CH:15][CH:14]=[CH:13][CH:12]=2)[CH:6]=[CH:7][CH:8]=1.[N:17]1[C:26]2[C:21](=[CH:22][C:23]([C:27](O)=[O:28])=[CH:24][CH:25]=2)[CH:20]=[CH:19][CH:18]=1.F[P-](F)(F)(F)(F)F.N1([P+](N(C)C)(N(C)C)N(C)C)C2C=CC=CC=2N=N1.C(N(CC)CC)C. The yield is 0.730. The catalyst is CN(C)C=O.O. The product is [CH2:10]([NH:9][C:5]1[CH:4]=[C:3]([CH:8]=[CH:7][CH:6]=1)[CH2:2][NH:1][C:27]([C:23]1[CH:22]=[C:21]2[C:26](=[CH:25][CH:24]=1)[N:17]=[CH:18][CH:19]=[CH:20]2)=[O:28])[C:11]1[CH:16]=[CH:15][CH:14]=[CH:13][CH:12]=1. (4) The product is [SH:10][CH:11]([CH3:16])[CH2:12][C:13]([OH:15])=[O:14].[SH:10][CH:11]([CH3:16])[CH2:12][C:13]([OH:15])=[O:14].[SH:10][CH:11]([CH3:16])[CH2:12][C:13]([OH:15])=[O:14].[CH2:1]([C:3]([CH2:8][OH:9])([CH2:6][OH:7])[CH2:4][CH3:5])[OH:2]. The catalyst is C1(C)C=CC=CC=1. The yield is 0.640. The reactants are [CH2:1]([C:3]([CH2:8][OH:9])([CH2:6][OH:7])[CH2:4][CH3:5])[OH:2].[SH:10][CH:11]([CH3:16])[CH2:12][C:13]([OH:15])=[O:14].O.C1(C)C=CC(S(O)(=O)=O)=CC=1.C(=O)([O-])O.[Na+]. (5) The reactants are [Cl:1][C:2]1[CH:3]=[C:4]([NH:9][NH:10][C:11](=[O:13])[CH3:12])[CH:5]=[CH:6][C:7]=1[Cl:8].[C:14](OCC)(=O)[CH2:15]C(C)=O.P(Cl)(Cl)Cl. No catalyst specified. The product is [Cl:1][C:2]1[CH:3]=[C:4]([N:9]2[C:14]([CH3:15])=[CH:12][C:11]([OH:13])=[N:10]2)[CH:5]=[CH:6][C:7]=1[Cl:8]. The yield is 0.410. (6) The reactants are N1[CH:6]=[CH:5][C:4]([C:7]2[C:11]3([CH2:13][CH2:12]3)[O:10][C:9](=[O:14])[C:8]=2[C:15]2[CH:20]=[CH:19][C:18]([O:21][CH2:22][C:23]3[CH:32]=[CH:31][C:30]4[C:25](=[CH:26][CH:27]=[CH:28][CH:29]=4)[N:24]=3)=[CH:17][CH:16]=2)=[CH:3][CH:2]=1.[CH3:33][O:34][C:35]1C=CC(B(O)O)=CC=1. No catalyst specified. The product is [CH3:33][O:34][C:35]1[CH:2]=[CH:3][C:4]([C:7]2[C:11]3([CH2:13][CH2:12]3)[O:10][C:9](=[O:14])[C:8]=2[C:15]2[CH:16]=[CH:17][C:18]([O:21][CH2:22][C:23]3[CH:32]=[CH:31][C:30]4[C:25](=[CH:26][CH:27]=[CH:28][CH:29]=4)[N:24]=3)=[CH:19][CH:20]=2)=[CH:5][CH:6]=1. The yield is 0.180. (7) The reactants are [F:1][C:2]1[CH:3]=[C:4]([C:13]2[N:18]=[CH:17][N:16]=[C:15]([C:19]#[N:20])[CH:14]=2)[CH:5]=[CH:6][C:7]=1[O:8][C:9]([F:12])([F:11])[F:10].[ClH:21]. The catalyst is [Pd].CO. The product is [ClH:21].[F:1][C:2]1[CH:3]=[C:4]([C:13]2[N:18]=[CH:17][N:16]=[C:15]([CH2:19][NH2:20])[CH:14]=2)[CH:5]=[CH:6][C:7]=1[O:8][C:9]([F:11])([F:10])[F:12]. The yield is 0.970.